Dataset: NCI-60 drug combinations with 297,098 pairs across 59 cell lines. Task: Regression. Given two drug SMILES strings and cell line genomic features, predict the synergy score measuring deviation from expected non-interaction effect. (1) Drug 1: CCC(=C(C1=CC=CC=C1)C2=CC=C(C=C2)OCCN(C)C)C3=CC=CC=C3.C(C(=O)O)C(CC(=O)O)(C(=O)O)O. Drug 2: CC1=C2C(C(=O)C3(C(CC4C(C3C(C(C2(C)C)(CC1OC(=O)C(C(C5=CC=CC=C5)NC(=O)C6=CC=CC=C6)O)O)OC(=O)C7=CC=CC=C7)(CO4)OC(=O)C)O)C)OC(=O)C. Cell line: NCI-H226. Synergy scores: CSS=29.4, Synergy_ZIP=2.29, Synergy_Bliss=10.8, Synergy_Loewe=1.98, Synergy_HSA=10.1. (2) Cell line: IGROV1. Drug 1: C1CCC(CC1)NC(=O)N(CCCl)N=O. Drug 2: C1CN(CCN1C(=O)CCBr)C(=O)CCBr. Synergy scores: CSS=48.2, Synergy_ZIP=-4.23, Synergy_Bliss=0.434, Synergy_Loewe=4.81, Synergy_HSA=6.81. (3) Drug 1: CCC1=CC2CC(C3=C(CN(C2)C1)C4=CC=CC=C4N3)(C5=C(C=C6C(=C5)C78CCN9C7C(C=CC9)(C(C(C8N6C)(C(=O)OC)O)OC(=O)C)CC)OC)C(=O)OC.C(C(C(=O)O)O)(C(=O)O)O. Drug 2: CC1C(C(CC(O1)OC2CC(CC3=C2C(=C4C(=C3O)C(=O)C5=CC=CC=C5C4=O)O)(C(=O)C)O)N)O. Cell line: PC-3. Synergy scores: CSS=58.2, Synergy_ZIP=0.182, Synergy_Bliss=3.74, Synergy_Loewe=5.77, Synergy_HSA=6.68. (4) Drug 1: CC(CN1CC(=O)NC(=O)C1)N2CC(=O)NC(=O)C2. Drug 2: N.N.Cl[Pt+2]Cl. Cell line: HL-60(TB). Synergy scores: CSS=52.0, Synergy_ZIP=-0.944, Synergy_Bliss=-0.796, Synergy_Loewe=-4.44, Synergy_HSA=-2.52. (5) Drug 1: CC1=C(C=C(C=C1)NC(=O)C2=CC=C(C=C2)CN3CCN(CC3)C)NC4=NC=CC(=N4)C5=CN=CC=C5. Drug 2: CC1=C2C(C(=O)C3(C(CC4C(C3C(C(C2(C)C)(CC1OC(=O)C(C(C5=CC=CC=C5)NC(=O)OC(C)(C)C)O)O)OC(=O)C6=CC=CC=C6)(CO4)OC(=O)C)O)C)O. Cell line: NCI/ADR-RES. Synergy scores: CSS=3.46, Synergy_ZIP=-1.50, Synergy_Bliss=-2.28, Synergy_Loewe=-7.13, Synergy_HSA=-1.13. (6) Drug 1: CC1=CC2C(CCC3(C2CCC3(C(=O)C)OC(=O)C)C)C4(C1=CC(=O)CC4)C. Drug 2: C1=C(C(=O)NC(=O)N1)F. Cell line: BT-549. Synergy scores: CSS=29.3, Synergy_ZIP=-0.303, Synergy_Bliss=-2.01, Synergy_Loewe=-7.87, Synergy_HSA=-3.79.